Dataset: Full USPTO retrosynthesis dataset with 1.9M reactions from patents (1976-2016). Task: Predict the reactants needed to synthesize the given product. (1) Given the product [CH3:22][O:23][C:24](=[O:25])[C:26]1[CH:31]=[CH:30][C:29]([CH2:32][N:12]2[CH:13]=[C:9]([C:3]3[CH:4]=[CH:5][C:6]([Cl:8])=[CH:7][C:2]=3[Cl:1])[N:10]=[C:11]2[C:14]2[CH:19]=[CH:18][C:17]([O:20][CH3:21])=[CH:16][CH:15]=2)=[CH:28][CH:27]=1, predict the reactants needed to synthesize it. The reactants are: [Cl:1][C:2]1[CH:7]=[C:6]([Cl:8])[CH:5]=[CH:4][C:3]=1[C:9]1[N:10]=[C:11]([C:14]2[CH:19]=[CH:18][C:17]([O:20][CH3:21])=[CH:16][CH:15]=2)[NH:12][CH:13]=1.[CH3:22][O:23][C:24]([C:26]1[CH:31]=[CH:30][C:29]([CH2:32]Br)=[CH:28][CH:27]=1)=[O:25]. (2) Given the product [NH2:27][C:24]1[CH:25]=[CH:26][C:18]([O:17][CH2:15][CH3:16])=[C:19]2[C:23]=1[C:22](=[O:30])[N:21]([CH3:31])[CH2:20]2, predict the reactants needed to synthesize it. The reactants are: NC1C=CC(OC)=C2C=1C(=O)N(C)C2.[CH2:15]([O:17][C:18]1[CH:26]=[CH:25][C:24]([N+:27]([O-])=O)=[C:23]2[C:19]=1[CH2:20][N:21]([CH3:31])[C:22]2=[O:30])[CH3:16]. (3) Given the product [C:47]([O:50][C:11]1[CH:16]=[N:15][C:14]([CH3:17])=[C:13]([C:18]2[CH:27]=[C:26]3[C:21]([CH:22]=[C:23]([NH:28][C:29]([CH:31]4[CH2:33][CH2:32]4)=[O:30])[N:24]=[CH:25]3)=[CH:20][CH:19]=2)[CH:12]=1)(=[O:49])[CH3:48], predict the reactants needed to synthesize it. The reactants are: B(F)(F)F.CCOCC.N[C:11]1[CH:12]=[C:13]([C:18]2[CH:27]=[C:26]3[C:21]([CH:22]=[C:23]([NH:28][C:29]([CH:31]4[CH2:33][CH2:32]4)=[O:30])[N:24]=[CH:25]3)=[CH:20][CH:19]=2)[C:14]([CH3:17])=[N:15][CH:16]=1.COCCOC.N(OC(C)(C)C)=O.[C:47]([O:50]C(=O)C)(=[O:49])[CH3:48]. (4) Given the product [C:2]([C:4]1[CH:5]=[C:6]([N:10]2[C:14]([C:15]([NH:17][CH2:18][C:19]3[CH:24]=[CH:23][CH:22]=[CH:21][C:20]=3[O:25][CH3:26])=[O:16])=[CH:13][C:12]([C:27]([F:30])([F:28])[F:29])=[N:11]2)[CH:7]=[CH:8][CH:9]=1)(=[O:1])[CH3:3], predict the reactants needed to synthesize it. The reactants are: [OH:1][CH:2]([C:4]1[CH:5]=[C:6]([N:10]2[C:14]([C:15]([NH:17][CH2:18][C:19]3[CH:24]=[CH:23][CH:22]=[CH:21][C:20]=3[O:25][CH3:26])=[O:16])=[CH:13][C:12]([C:27]([F:30])([F:29])[F:28])=[N:11]2)[CH:7]=[CH:8][CH:9]=1)[CH3:3].CC(OI1(OC(C)=O)(OC(C)=O)OC(=O)C2C=CC=CC1=2)=O. (5) Given the product [Cl:13][C:5]1[C:4]2[C:9](=[CH:10][CH:11]=[C:2]([N:25]3[CH2:24][CH2:23][N:22]([CH2:21][CH2:20][N:14]4[CH2:15][CH2:16][O:17][CH2:18][CH2:19]4)[CH2:27][CH2:26]3)[CH:3]=2)[C:8](=[O:12])[NH:7][N:6]=1, predict the reactants needed to synthesize it. The reactants are: Br[C:2]1[CH:3]=[C:4]2[C:9](=[CH:10][CH:11]=1)[C:8](=[O:12])[NH:7][N:6]=[C:5]2[Cl:13].[N:14]1([CH2:20][CH2:21][N:22]2[CH2:27][CH2:26][NH:25][CH2:24][CH2:23]2)[CH2:19][CH2:18][O:17][CH2:16][CH2:15]1.C1C=CC(P(C2C(C3C(P(C4C=CC=CC=4)C4C=CC=CC=4)=CC=C4C=3C=CC=C4)=C3C(C=CC=C3)=CC=2)C2C=CC=CC=2)=CC=1.CC([O-])(C)C.[Na+]. (6) Given the product [ClH:35].[CH3:1][C:2]1([CH3:34])[CH2:7][CH2:6][C:5]([C:8]2[C:13]([NH:14][C:15]([C:17]3[NH:18][CH:19]=[C:20]([C:22]#[N:23])[N:21]=3)=[O:16])=[CH:12][CH:11]=[C:10]([CH:24]3[CH2:25][C:26]([CH3:33])([CH3:32])[O:27][C:28]([CH3:31])([CH3:30])[CH2:29]3)[N:9]=2)=[CH:4][CH2:3]1, predict the reactants needed to synthesize it. The reactants are: [CH3:1][C:2]1([CH3:34])[CH2:7][CH2:6][C:5]([C:8]2[C:13]([NH:14][C:15]([C:17]3[NH:18][CH:19]=[C:20]([C:22]#[N:23])[N:21]=3)=[O:16])=[CH:12][CH:11]=[C:10]([CH:24]3[CH2:29][C:28]([CH3:31])([CH3:30])[O:27][C:26]([CH3:33])([CH3:32])[CH2:25]3)[N:9]=2)=[CH:4][CH2:3]1.[ClH:35]. (7) Given the product [CH2:1]([C@H:4]1[CH2:9][CH2:8][C@H:7]([C@H:10]2[CH2:15][CH2:14][C@H:13]([C:16]([O:18][C:19]3[CH:24]=[CH:23][C:22]([O:25][CH3:26])=[C:21]([C:27]([F:30])([F:29])[F:28])[C:20]=3[C:31]([F:34])([F:33])[F:32])=[S:44])[CH2:12][CH2:11]2)[CH2:6][CH2:5]1)[CH2:2][CH3:3], predict the reactants needed to synthesize it. The reactants are: [CH2:1]([CH:4]1[CH2:9][CH2:8][CH:7]([CH:10]2[CH2:15][CH2:14][CH:13]([C:16]([O:18][C:19]3[CH:24]=[CH:23][C:22]([O:25][CH3:26])=[C:21]([C:27]([F:30])([F:29])[F:28])[C:20]=3[C:31]([F:34])([F:33])[F:32])=O)[CH2:12][CH2:11]2)[CH2:6][CH2:5]1)[CH2:2][CH3:3].COC1C=CC(P2(=S)SP(=S)(C3C=CC(OC)=CC=3)[S:44]2)=CC=1.C1(C)C=C(C)C=C(C)C=1. (8) Given the product [F:22][C:21]([F:24])([F:23])[C:25]([OH:27])=[O:26].[NH2:7][CH2:6][C:5]1[CH:15]=[CH:16][C:2]([F:1])=[CH:3][C:4]=1[C:17]([NH:18][CH3:19])=[O:20], predict the reactants needed to synthesize it. The reactants are: [F:1][C:2]1[CH:16]=[CH:15][C:5]([CH2:6][NH:7]C(=O)OC(C)(C)C)=[C:4]([C:17](=[O:20])[NH:18][CH3:19])[CH:3]=1.[C:21]([C:25]([OH:27])=[O:26])([F:24])([F:23])[F:22].